Dataset: Catalyst prediction with 721,799 reactions and 888 catalyst types from USPTO. Task: Predict which catalyst facilitates the given reaction. (1) Reactant: C[O:2][C:3](=[O:36])[C@H:4]([CH2:16][C:17]1[CH:22]=[CH:21][C:20]([C:23]2[C:24](=[O:35])[N:25]([CH3:34])[C:26]([C:30]([F:33])([F:32])[F:31])=[CH:27][C:28]=2[CH3:29])=[CH:19][CH:18]=1)[NH:5][C:6]([C:8]1[C:13]([Cl:14])=[CH:12][CH:11]=[CH:10][C:9]=1[Cl:15])=[O:7].[OH-].[Na+]. Product: [Cl:15][C:9]1[CH:10]=[CH:11][CH:12]=[C:13]([Cl:14])[C:8]=1[C:6]([NH:5][C@H:4]([C:3]([OH:36])=[O:2])[CH2:16][C:17]1[CH:18]=[CH:19][C:20]([C:23]2[C:24](=[O:35])[N:25]([CH3:34])[C:26]([C:30]([F:32])([F:33])[F:31])=[CH:27][C:28]=2[CH3:29])=[CH:21][CH:22]=1)=[O:7]. The catalyst class is: 8. (2) Reactant: [CH2:1]([N:3]1[C:12]2[CH:11]=[CH:10][C:9]([C:13]3[S:17][C:16]([CH:18]=O)=[CH:15][CH:14]=3)=[CH:8][C:7]=2[C:6]2=[N:20][N:21]([CH:24]3[CH2:29][CH2:28][CH2:27][CH2:26][O:25]3)[C:22]([CH3:23])=[C:5]2[C:4]1=[O:30])[CH3:2].C(O[BH-](OC(=O)C)OC(=O)C)(=O)C.[Na+].[NH:45]1[CH2:49][CH2:48][CH2:47][CH2:46]1. Product: [CH2:1]([N:3]1[C:12]2[CH:11]=[CH:10][C:9]([C:13]3[S:17][C:16]([CH2:18][N:45]4[CH2:49][CH2:48][CH2:47][CH2:46]4)=[CH:15][CH:14]=3)=[CH:8][C:7]=2[C:6]2=[N:20][N:21]([CH:24]3[CH2:29][CH2:28][CH2:27][CH2:26][O:25]3)[C:22]([CH3:23])=[C:5]2[C:4]1=[O:30])[CH3:2]. The catalyst class is: 839. (3) Reactant: [Br:1][C:2]1[CH:11]=[C:10]2[C:5]([CH:6]=[C:7]([C:13](=O)[CH2:14]Br)[C:8](=[O:12])[O:9]2)=[CH:4][CH:3]=1.[NH2:17][C:18]1[C:23]([CH3:24])=[N:22][C:21]([CH3:25])=[CH:20][N:19]=1.C([O-])(O)=O.[Na+]. Product: [Br:1][C:2]1[CH:11]=[C:10]2[C:5]([CH:6]=[C:7]([C:13]3[N:17]=[C:18]4[C:23]([CH3:24])=[N:22][C:21]([CH3:25])=[CH:20][N:19]4[CH:14]=3)[C:8](=[O:12])[O:9]2)=[CH:4][CH:3]=1. The catalyst class is: 23.